Dataset: Catalyst prediction with 721,799 reactions and 888 catalyst types from USPTO. Task: Predict which catalyst facilitates the given reaction. (1) Reactant: C(OC([N:8]1[CH2:15][CH:14]2[CH:10]([N:11]=[C:12]([NH:16][C:17]3[CH:18]=[C:19]4[C:24](=[CH:25][CH:26]=3)[N:23]=[CH:22][N:21]=[C:20]4[NH:27][C:28]3[CH:33]=[CH:32][C:31]([O:34][C:35]4[CH:36]=[N:37][C:38]([CH3:41])=[CH:39][CH:40]=4)=[C:30]([CH3:42])[CH:29]=3)[O:13]2)[CH2:9]1)=O)(C)(C)C.C(O)(C(F)(F)F)=O. Product: [CH3:42][C:30]1[CH:29]=[C:28]([NH:27][C:20]2[C:19]3[C:24](=[CH:25][CH:26]=[C:17]([NH:16][C:12]4[O:13][CH:14]5[CH2:15][NH:8][CH2:9][CH:10]5[N:11]=4)[CH:18]=3)[N:23]=[CH:22][N:21]=2)[CH:33]=[CH:32][C:31]=1[O:34][C:35]1[CH:36]=[N:37][C:38]([CH3:41])=[CH:39][CH:40]=1. The catalyst class is: 2. (2) Reactant: [Br:1][C:2]1[CH:7]=[CH:6][C:5]([NH:8][C:9]2[C:14]([N+:15]([O-:17])=[O:16])=[CH:13][N:12]([CH3:18])[C:11](=[O:19])[CH:10]=2)=[C:4]([F:20])[CH:3]=1.FC1C=C(I)C=CC=1NC1C([N+]([O-])=O)=CNC(=O)C=1.C1C(=O)N([Cl:47])C(=O)C1. Product: [Br:1][C:2]1[CH:7]=[CH:6][C:5]([NH:8][C:9]2[C:14]([N+:15]([O-:17])=[O:16])=[CH:13][N:12]([CH3:18])[C:11](=[O:19])[C:10]=2[Cl:47])=[C:4]([F:20])[CH:3]=1. The catalyst class is: 3. (3) Product: [CH3:22][O:21][C:18]1[CH:19]=[CH:20][C:15]([CH2:14][N:13]2[C:8]3=[N:6][NH:7][CH:1]=[C:9]3[C:10](=[O:25])[N:11]([CH3:24])[C:12]2=[O:23])=[CH:16][CH:17]=1. The catalyst class is: 6. Reactant: [CH3:1]N(C=O)C.[NH:6]([C:8]1[N:13]([CH2:14][C:15]2[CH:20]=[CH:19][C:18]([O:21][CH3:22])=[CH:17][CH:16]=2)[C:12](=[O:23])[N:11]([CH3:24])[C:10](=[O:25])[CH:9]=1)[NH2:7].O=P(Cl)(Cl)Cl. (4) Reactant: [O:1]1[CH:5]=[CH:4][C:3]([C:6]2[N:11]=[CH:10][C:9]([CH:12]([OH:16])[CH:13]([CH3:15])[CH3:14])=[CH:8][CH:7]=2)=[CH:2]1.[CH:17]1[N:21]=[CH:20][N:19]([C:22](N2C=NC=C2)=[O:23])[CH:18]=1. Product: [N:19]1([C:22]([O:16][CH:12]([C:9]2[CH:10]=[N:11][C:6]([C:3]3[CH:4]=[CH:5][O:1][CH:2]=3)=[CH:7][CH:8]=2)[CH:13]([CH3:14])[CH3:15])=[O:23])[CH:18]=[CH:17][N:21]=[CH:20]1. The catalyst class is: 10. (5) Reactant: [F:1][C:2]1[CH:17]=[CH:16][C:5]([O:6][C:7]2[CH:8]=[C:9]([N+:13]([O-])=O)[CH:10]=[CH:11][CH:12]=2)=[CH:4][CH:3]=1. Product: [F:1][C:2]1[CH:17]=[CH:16][C:5]([O:6][C:7]2[CH:8]=[C:9]([CH:10]=[CH:11][CH:12]=2)[NH2:13])=[CH:4][CH:3]=1. The catalyst class is: 29. (6) Reactant: C([O:8][C:9]1[C:22]2[O:21][CH2:20][CH2:19][N:18]3[C:14](=[C:15]([CH:31]4[CH2:36][CH2:35][CH2:34][CH2:33][CH2:32]4)[C:16]4[CH:26]=[CH:25][C:24]([C:27]([O:29][CH3:30])=[O:28])=[CH:23][C:17]=43)[C:13]=2[CH:12]=[CH:11][CH:10]=1)C1C=CC=CC=1.Br.C(O)(=O)C. Product: [CH:31]1([C:15]2[C:16]3[CH:26]=[CH:25][C:24]([C:27]([O:29][CH3:30])=[O:28])=[CH:23][C:17]=3[N:18]3[C:14]=2[C:13]2[CH:12]=[CH:11][CH:10]=[C:9]([OH:8])[C:22]=2[O:21][CH2:20][CH2:19]3)[CH2:32][CH2:33][CH2:34][CH2:35][CH2:36]1. The catalyst class is: 6. (7) Reactant: O[CH2:2][CH2:3][CH2:4][C:5]1[CH:6]=[C:7]2[C:12](=[CH:13][CH:14]=1)[N:11]=[C:10]([CH2:15][CH:16]([CH3:18])[CH3:17])[C:9]([CH2:19][NH:20][C:21](=[O:27])[O:22][C:23]([CH3:26])([CH3:25])[CH3:24])=[C:8]2[C:28]1[CH:33]=[CH:32][C:31]([CH3:34])=[CH:30][CH:29]=1.C(N(CC)CC)C.CS(Cl)(=O)=O.C(=O)([O-])O.[Na+].[C-:52]#[N:53].[K+]. Product: [C:52]([CH2:2][CH2:3][CH2:4][C:5]1[CH:6]=[C:7]2[C:12](=[CH:13][CH:14]=1)[N:11]=[C:10]([CH2:15][CH:16]([CH3:18])[CH3:17])[C:9]([CH2:19][NH:20][C:21](=[O:27])[O:22][C:23]([CH3:25])([CH3:26])[CH3:24])=[C:8]2[C:28]1[CH:29]=[CH:30][C:31]([CH3:34])=[CH:32][CH:33]=1)#[N:53]. The catalyst class is: 54. (8) Reactant: [C:1]([N:4]1[C:12]2[C:7](=[CH:8][CH:9]=[CH:10][CH:11]=2)[CH2:6][C:5]1=[O:13])(=[O:3])[CH3:2].[C:14](O)(=[O:21])[C:15]1[CH:20]=[CH:19][CH:18]=[CH:17][CH:16]=1.CN(C(ON1N=NC2C=CC=CC1=2)=[N+](C)C)C.[B-](F)(F)(F)F.C1C=CC2N(O)N=NC=2C=1.C(N(C(C)C)C(C)C)C.Cl. Product: [C:1]([N:4]1[C:12]2[C:7](=[CH:8][CH:9]=[CH:10][CH:11]=2)[C:6](=[C:14]([OH:21])[C:15]2[CH:20]=[CH:19][CH:18]=[CH:17][CH:16]=2)[C:5]1=[O:13])(=[O:3])[CH3:2]. The catalyst class is: 3.